From a dataset of Catalyst prediction with 721,799 reactions and 888 catalyst types from USPTO. Predict which catalyst facilitates the given reaction. Product: [C:1]([C:5]1[N:6]=[C:7]([Cl:12])[N:8]=[C:9]([NH:13][C:14]2[CH:19]=[CH:18][C:17]([CH3:20])=[CH:16][CH:15]=2)[CH:10]=1)([CH3:4])([CH3:3])[CH3:2]. The catalyst class is: 10. Reactant: [C:1]([C:5]1[CH:10]=[C:9](Cl)[N:8]=[C:7]([Cl:12])[N:6]=1)([CH3:4])([CH3:3])[CH3:2].[NH2:13][C:14]1[CH:19]=[CH:18][C:17]([CH3:20])=[CH:16][CH:15]=1.C(N(CC)CC)C.